Dataset: Peptide-MHC class I binding affinity with 185,985 pairs from IEDB/IMGT. Task: Regression. Given a peptide amino acid sequence and an MHC pseudo amino acid sequence, predict their binding affinity value. This is MHC class I binding data. (1) The peptide sequence is DRKLAINSL. The MHC is HLA-B14:01 with pseudo-sequence HLA-B14:02. The binding affinity (normalized) is 0.628. (2) The peptide sequence is LMKAPGTYH. The MHC is HLA-B46:01 with pseudo-sequence HLA-B46:01. The binding affinity (normalized) is 0.216. (3) The peptide sequence is PAQTSQWDDPW. The MHC is Mamu-A02 with pseudo-sequence Mamu-A02. The binding affinity (normalized) is 0. (4) The peptide sequence is SDYLELDTI. The MHC is Mamu-B8301 with pseudo-sequence Mamu-B8301. The binding affinity (normalized) is 0.0530.